This data is from Full USPTO retrosynthesis dataset with 1.9M reactions from patents (1976-2016). The task is: Predict the reactants needed to synthesize the given product. (1) Given the product [Br:1][C:2]1[C:7]2=[N:8][C:9]([C:12]([NH:15][C:16]3([C:19]#[N:20])[CH2:18][CH2:17]3)=[O:14])=[CH:10][N:11]=[C:6]2[CH:5]=[N:4][CH:3]=1, predict the reactants needed to synthesize it. The reactants are: [Br:1][C:2]1[C:7]2=[N:8][C:9]([C:12]([OH:14])=O)=[CH:10][N:11]=[C:6]2[CH:5]=[N:4][CH:3]=1.[NH2:15][C:16]1([C:19]#[N:20])[CH2:18][CH2:17]1.C(N(CC)CC)C.F[P-](F)(F)(F)(F)F.N1(OC(N(C)C)=[N+](C)C)C2N=CC=CC=2N=N1. (2) Given the product [OH:13][CH:14]([C:16]1[CH:21]=[CH:20][C:19]([N:22]2[C:27](=[O:28])[C:26]([CH2:29][C:30]3[CH:35]=[CH:34][C:33]([C:36]4[CH:41]=[CH:40][CH:39]=[CH:38][C:37]=4[C:42]4[NH:3][C:4](=[O:7])[O:5][N:43]=4)=[CH:32][CH:31]=3)=[C:25]([CH2:44][CH2:45][CH3:46])[N:24]=[C:23]2[CH3:47])=[CH:18][CH:17]=1)[CH3:15], predict the reactants needed to synthesize it. The reactants are: [Cl-].O[NH3+:3].[C:4](=[O:7])([O-])[OH:5].[Na+].CS(C)=O.[OH:13][CH:14]([C:16]1[CH:21]=[CH:20][C:19]([N:22]2[C:27](=[O:28])[C:26]([CH2:29][C:30]3[CH:35]=[CH:34][C:33]([C:36]4[C:37]([C:42]#[N:43])=[CH:38][CH:39]=[CH:40][CH:41]=4)=[CH:32][CH:31]=3)=[C:25]([CH2:44][CH2:45][CH3:46])[N:24]=[C:23]2[CH3:47])=[CH:18][CH:17]=1)[CH3:15]. (3) Given the product [Cl:1][C:2]1[CH:3]=[C:4](/[CH:22]=[CH:23]/[C:24]([NH:34][O:33][CH:28]2[CH2:29][CH2:30][CH2:31][CH2:32][O:27]2)=[O:25])[CH:5]=[N:6][C:7]=1[NH:8][C@@H:9]1[CH2:13][CH2:12][N:11]([CH2:14][C:15]2[CH:20]=[CH:19][CH:18]=[C:17]([CH3:21])[CH:16]=2)[CH2:10]1, predict the reactants needed to synthesize it. The reactants are: [Cl:1][C:2]1[CH:3]=[C:4](/[CH:22]=[CH:23]/[C:24](O)=[O:25])[CH:5]=[N:6][C:7]=1[NH:8][C@@H:9]1[CH2:13][CH2:12][N:11]([CH2:14][C:15]2[CH:20]=[CH:19][CH:18]=[C:17]([CH3:21])[CH:16]=2)[CH2:10]1.[O:27]1[CH2:32][CH2:31][CH2:30][CH2:29][CH:28]1[O:33][NH2:34].C1C=CC2N(O)N=NC=2C=1.CCN=C=NCCCN(C)C. (4) Given the product [CH2:28]([N:35]1[C:40]([CH3:41])=[CH:39][C:38]([OH:42])=[C:37]([CH2:13][C:14]2[CH:19]=[CH:18][C:17]([C:20]3[C:21]([C:26]#[N:27])=[CH:22][CH:23]=[CH:24][CH:25]=3)=[CH:16][CH:15]=2)[C:36]1=[O:43])[C:29]1[CH:30]=[CH:31][CH:32]=[CH:33][CH:34]=1, predict the reactants needed to synthesize it. The reactants are: [Cl-].[Li+].C(N(CC)C(C)C)(C)C.Br[CH2:13][C:14]1[CH:19]=[CH:18][C:17]([C:20]2[CH:25]=[CH:24][CH:23]=[CH:22][C:21]=2[C:26]#[N:27])=[CH:16][CH:15]=1.[CH2:28]([N:35]1[C:40]([CH3:41])=[CH:39][C:38]([OH:42])=[CH:37][C:36]1=[O:43])[C:29]1[CH:34]=[CH:33][CH:32]=[CH:31][CH:30]=1.